Dataset: Full USPTO retrosynthesis dataset with 1.9M reactions from patents (1976-2016). Task: Predict the reactants needed to synthesize the given product. (1) Given the product [CH3:24][O:23][C:15]1[CH:14]=[C:13]([C:11]#[C:12][C:5]2[C:4]([C:1](=[O:3])[CH3:2])=[CH:9][CH:8]=[CH:7][N:6]=2)[CH:18]=[C:17]([O:19][CH3:20])[C:16]=1[O:21][CH3:22], predict the reactants needed to synthesize it. The reactants are: [C:1]([C:4]1[C:5](Br)=[N:6][CH:7]=[CH:8][CH:9]=1)(=[O:3])[CH3:2].[C:11]([C:13]1[CH:14]=[C:15]([O:23][CH3:24])[C:16]([O:21][CH3:22])=[C:17]([O:19][CH3:20])[CH:18]=1)#[CH:12].C(N(CC)CC)C.[Cl-]. (2) Given the product [CH3:13][C:12]1[C:8]([C:6]2[O:7][C:1]([CH3:2])=[N:4][N:5]=2)=[N:9][N:10]([C:15]2[CH:20]=[CH:19][CH:18]=[CH:17][CH:16]=2)[C:11]=1[NH2:14], predict the reactants needed to synthesize it. The reactants are: [C:1]([NH:4][NH:5][C:6]([C:8]1[C:12]([CH3:13])=[C:11]([NH2:14])[N:10]([C:15]2[CH:20]=[CH:19][CH:18]=[CH:17][CH:16]=2)[N:9]=1)=[O:7])(=O)[CH3:2].O=P(Cl)(Cl)Cl.CCOC(C)=O. (3) Given the product [CH2:33]([C:3]1[CH:4]=[C:5]([C:19]([NH:21][CH2:22][C:23]2[CH:28]=[CH:27][C:26]([S:29]([CH3:32])(=[O:30])=[O:31])=[CH:25][CH:24]=2)=[O:20])[C:6](=[O:18])[N:7]([C:8]2[CH:13]=[CH:12][CH:11]=[C:10]([C:14]([F:17])([F:15])[F:16])[CH:9]=2)[C:2]=1[CH3:1])[CH3:34], predict the reactants needed to synthesize it. The reactants are: [CH3:1][C:2]1[N:7]([C:8]2[CH:13]=[CH:12][CH:11]=[C:10]([C:14]([F:17])([F:16])[F:15])[CH:9]=2)[C:6](=[O:18])[C:5]([C:19]([NH:21][CH2:22][C:23]2[CH:28]=[CH:27][C:26]([S:29]([CH3:32])(=[O:31])=[O:30])=[CH:25][CH:24]=2)=[O:20])=[CH:4][C:3]=1[CH:33]=[CH2:34]. (4) Given the product [Cl:22][C:5]1[C:6]([NH:8][C:9]2[C:14]([F:15])=[CH:13][CH:12]=[CH:11][C:10]=2[N:16]([CH3:21])[CH2:17][CH2:18][C:19]#[N:20])=[N:7][C:2]([NH:23][C:24]2[CH:37]=[CH:36][C:27]3[NH:28][C:29](=[O:35])[CH2:30][CH2:31][C:32]([CH3:33])([CH3:34])[C:26]=3[CH:25]=2)=[N:3][CH:4]=1, predict the reactants needed to synthesize it. The reactants are: Cl[C:2]1[N:7]=[C:6]([NH:8][C:9]2[C:14]([F:15])=[CH:13][CH:12]=[CH:11][C:10]=2[N:16]([CH3:21])[CH2:17][CH2:18][C:19]#[N:20])[C:5]([Cl:22])=[CH:4][N:3]=1.[NH2:23][C:24]1[CH:37]=[CH:36][C:27]2[NH:28][C:29](=[O:35])[CH2:30][CH2:31][C:32]([CH3:34])([CH3:33])[C:26]=2[CH:25]=1. (5) Given the product [CH3:1][O:2][C:3](=[O:11])[CH2:4][O:5][CH2:6]/[CH:7]=[CH:8]/[CH2:9][OH:10], predict the reactants needed to synthesize it. The reactants are: [CH3:1][O:2][C:3](=[O:11])[CH2:4][O:5][CH2:6]/[CH:7]=[CH:8]/[CH:9]=[O:10].[BH4-].[Na+]. (6) Given the product [Cl:20][C:15]1[CH:16]=[CH:17][CH:18]=[CH:19][C:14]=1[C:13]([NH:12][C:9]1[CH:10]=[CH:11][C:6]([SH:5])=[CH:7][CH:8]=1)=[O:21], predict the reactants needed to synthesize it. The reactants are: ClC1C=CC=CC=1C(=O)[S:5][C:6]1[CH:11]=[CH:10][C:9]([NH:12][C:13](=[O:21])[C:14]2[CH:19]=[CH:18][CH:17]=[CH:16][C:15]=2[Cl:20])=[CH:8][CH:7]=1.CCOC(C)=O.[OH-].[Na+]. (7) Given the product [CH2:13]([O:15][C:16]([C:18]1([NH:29][C:4](=[O:6])[C:3]2[CH:7]=[CH:8][CH:9]=[C:10]([CH3:11])[C:2]=2[I:1])[CH2:26][C:25]2[C:20](=[CH:21][CH:22]=[C:23]([F:28])[C:24]=2[F:27])[CH2:19]1)=[O:17])[CH3:14], predict the reactants needed to synthesize it. The reactants are: [I:1][C:2]1[C:10]([CH3:11])=[CH:9][CH:8]=[CH:7][C:3]=1[C:4]([OH:6])=O.Cl.[CH2:13]([O:15][C:16]([C:18]1([NH2:29])[CH2:26][C:25]2[C:20](=[CH:21][CH:22]=[C:23]([F:28])[C:24]=2[F:27])[CH2:19]1)=[O:17])[CH3:14].CN(C(ON1N=NC2C=CC=NC1=2)=[N+](C)C)C.F[P-](F)(F)(F)(F)F.CCN(C(C)C)C(C)C. (8) The reactants are: [F:1][C:2]1[CH:3]=[C:4]([CH:25]=[CH:26][C:27]=1[N+:28]([O-])=O)[C:5]([NH:7][C@H:8]([C:18]([O:20][C:21]([CH3:24])([CH3:23])[CH3:22])=[O:19])[CH2:9][CH2:10][C:11]([O:13][C:14]([CH3:17])([CH3:16])[CH3:15])=[O:12])=[O:6]. Given the product [F:1][C:2]1[CH:3]=[C:4]([CH:25]=[CH:26][C:27]=1[NH2:28])[C:5]([NH:7][C@H:8]([C:18]([O:20][C:21]([CH3:23])([CH3:22])[CH3:24])=[O:19])[CH2:9][CH2:10][C:11]([O:13][C:14]([CH3:15])([CH3:16])[CH3:17])=[O:12])=[O:6], predict the reactants needed to synthesize it. (9) Given the product [Cl:16][C:13]1[CH:14]=[CH:15][C:10]([CH:7]2[CH:8]=[CH:9][C:5]([C:3](=[O:4])[CH2:2][N:24]3[CH2:29][CH2:28][CH2:27][CH2:26][CH2:25]3)=[C:6]2[CH3:17])=[CH:11][CH:12]=1, predict the reactants needed to synthesize it. The reactants are: Br[CH2:2][C:3]([C:5]1[CH:9]=[CH:8][CH:7]([C:10]2[CH:15]=[CH:14][C:13]([Cl:16])=[CH:12][CH:11]=2)[C:6]=1[CH3:17])=[O:4].C([O-])([O-])=O.[Cs+].[Cs+].[NH:24]1[CH2:29][CH2:28][CH2:27][CH2:26][CH2:25]1. (10) Given the product [F:1][C:2]1[CH:8]=[C:6]([NH:7][C:18]([NH2:17])=[O:19])[CH:5]=[C:4]([C:9]([F:10])([F:11])[F:12])[CH:3]=1, predict the reactants needed to synthesize it. The reactants are: [F:1][C:2]1[CH:3]=[C:4]([C:9]([F:12])([F:11])[F:10])[CH:5]=[C:6]([CH:8]=1)[NH2:7].C[Si]([N:17]=[C:18]=[O:19])(C)C.